Task: Predict the reactants needed to synthesize the given product.. Dataset: Full USPTO retrosynthesis dataset with 1.9M reactions from patents (1976-2016) The reactants are: C1COC2C=CC(NC3C(F)=CN=C(NC4C=CC=C(O)C=4)N=3)=CC=2O1.[N:27]1[CH:32]=[CH:31][CH:30]=[C:29]([CH2:33][NH2:34])[CH:28]=1.[Cl:35][C:36]1[N:41]=[C:40](Cl)[C:39]([F:43])=[CH:38][N:37]=1. Given the product [Cl:35][C:36]1[N:41]=[C:40]([NH:34][CH2:33][C:29]2[CH:28]=[N:27][CH:32]=[CH:31][CH:30]=2)[C:39]([F:43])=[CH:38][N:37]=1, predict the reactants needed to synthesize it.